Dataset: Peptide-MHC class II binding affinity with 134,281 pairs from IEDB. Task: Regression. Given a peptide amino acid sequence and an MHC pseudo amino acid sequence, predict their binding affinity value. This is MHC class II binding data. (1) The peptide sequence is ISTNIRQAGVQYSRA. The MHC is DRB1_1001 with pseudo-sequence DRB1_1001. The binding affinity (normalized) is 0.824. (2) The peptide sequence is EGKVVQYENLKYTVI. The MHC is DRB1_1501 with pseudo-sequence DRB1_1501. The binding affinity (normalized) is 0.717. (3) The binding affinity (normalized) is 0.481. The peptide sequence is MLLRKYGIAAENVID. The MHC is HLA-DQA10301-DQB10302 with pseudo-sequence HLA-DQA10301-DQB10302.